Dataset: Forward reaction prediction with 1.9M reactions from USPTO patents (1976-2016). Task: Predict the product of the given reaction. (1) The product is: [BrH:22].[BrH:22].[F:21][C:18]([F:19])([F:20])[CH2:17][N:14]1[CH2:13][CH2:12][NH:11][CH2:16][CH2:15]1. Given the reactants S([N:11]1[CH2:16][CH2:15][N:14]([CH2:17][C:18]([F:21])([F:20])[F:19])[CH2:13][CH2:12]1)(C1C=CC(C)=CC=1)(=O)=O.[BrH:22].C(O)(=O)C.Br, predict the reaction product. (2) Given the reactants [CH3:1][O:2][C:3]([CH3:10])([CH2:7][CH2:8][CH3:9])[C:4]([OH:6])=[O:5].S(=O)(=O)(O)O.[C:16](=O)(O)[O-].[Na+], predict the reaction product. The product is: [CH3:1][O:2][C:3]([CH3:10])([CH2:7][CH2:8][CH3:9])[C:4]([O:6][CH3:16])=[O:5]. (3) Given the reactants [Cl:1][C:2]1[CH:9]=[CH:8][CH:7]=[C:6]([F:10])[C:3]=1[CH:4]=O.[C:11]1([C:17](=[O:19])[CH3:18])[CH:16]=C[CH:14]=[CH:13][CH:12]=1.[NH:20]1CCCCC1, predict the reaction product. The product is: [Cl:1][C:2]1[CH:9]=[CH:8][CH:7]=[C:6]([F:10])[C:3]=1/[CH:4]=[CH:18]/[C:17]([C:11]1[CH:16]=[N:20][CH:14]=[CH:13][CH:12]=1)=[O:19]. (4) Given the reactants [CH3:1][C:2]1[CH:11]=[CH:10][CH:9]=[C:8]2[C:3]=1[N:4]=[C:5]([C:15]1[CH:20]=[CH:19][CH:18]=[CH:17][CH:16]=1)[C:6]([CH:12](O)[CH3:13])=[N:7]2.S(Cl)([Cl:23])=O.N1C=CC=CC=1, predict the reaction product. The product is: [Cl:23][CH:12]([C:6]1[C:5]([C:15]2[CH:20]=[CH:19][CH:18]=[CH:17][CH:16]=2)=[N:4][C:3]2[C:8](=[CH:9][CH:10]=[CH:11][C:2]=2[CH3:1])[N:7]=1)[CH3:13]. (5) Given the reactants [I:1]I.C1C=CC(P(C2C=CC=CC=2)C2C=CC=CC=2)=CC=1.N1C=CN=C1.O[CH:28]([C:58]1[O:59][CH:60]=[CH:61][N:62]=1)[CH2:29][C@H:30]1[CH2:41][CH2:40][C:39]2[S:38][C:37]3[N:36]=[CH:35][N:34]=[C:33]([O:42][CH:43]4[CH2:48][CH2:47][CH:46]([N:49]([CH3:57])[C:50](=[O:56])[O:51][C:52]([CH3:55])([CH3:54])[CH3:53])[CH2:45][CH2:44]4)[C:32]=3[C:31]1=2, predict the reaction product. The product is: [I:1][CH:28]([C:58]1[O:59][CH:60]=[CH:61][N:62]=1)[CH2:29][C@H:30]1[CH2:41][CH2:40][C:39]2[S:38][C:37]3[N:36]=[CH:35][N:34]=[C:33]([O:42][CH:43]4[CH2:48][CH2:47][CH:46]([N:49]([CH3:57])[C:50](=[O:56])[O:51][C:52]([CH3:53])([CH3:54])[CH3:55])[CH2:45][CH2:44]4)[C:32]=3[C:31]1=2. (6) Given the reactants [F:1][C:2]([F:10])([F:9])[C:3]1[CH:8]=[CH:7][N:6]=[CH:5][CH:4]=1.[ClH:11], predict the reaction product. The product is: [ClH:11].[F:1][C:2]([F:10])([F:9])[CH:3]1[CH2:8][CH2:7][NH:6][CH2:5][CH2:4]1.